This data is from Forward reaction prediction with 1.9M reactions from USPTO patents (1976-2016). The task is: Predict the product of the given reaction. Given the reactants [Cl:1][C:2]1[C:7]2[CH2:8][NH:9][C:10](=[O:11])[C:6]=2[CH:5]=[C:4]([CH3:12])[N:3]=1.Cl[CH2:14][C:15]1[CH:16]=[C:17]([CH3:27])[C:18]([O:21][CH2:22][C:23]([F:26])([F:25])[F:24])=[N:19][CH:20]=1.[H-].[Na+].O, predict the reaction product. The product is: [Cl:1][C:2]1[C:7]2[CH2:8][N:9]([CH2:14][C:15]3[CH:20]=[N:19][C:18]([O:21][CH2:22][C:23]([F:26])([F:25])[F:24])=[C:17]([CH3:27])[CH:16]=3)[C:10](=[O:11])[C:6]=2[CH:5]=[C:4]([CH3:12])[N:3]=1.